From a dataset of Full USPTO retrosynthesis dataset with 1.9M reactions from patents (1976-2016). Predict the reactants needed to synthesize the given product. (1) Given the product [NH2:10][C:9]1[O:8][N:7]=[C:6]([C:11]2[CH:16]=[CH:15][CH:14]=[CH:13][C:12]=2[Cl:17])[C:5]=1[C:3]([OH:4])=[O:2], predict the reactants needed to synthesize it. The reactants are: C[O:2][C:3]([C:5]1[C:6]([C:11]2[CH:16]=[CH:15][CH:14]=[CH:13][C:12]=2[Cl:17])=[N:7][O:8][C:9]=1[NH2:10])=[O:4].[OH-].[Na+]. (2) Given the product [CH2:1]([O:3][C:4](=[O:16])[C:5]1[CH:10]=[C:9]([F:11])[CH:8]=[C:7]([NH2:21])[C:6]=1[N+:13]([O-:15])=[O:14])[CH3:2], predict the reactants needed to synthesize it. The reactants are: [CH2:1]([O:3][C:4](=[O:16])[C:5]1[CH:10]=[C:9]([F:11])[CH:8]=[C:7](F)[C:6]=1[N+:13]([O-:15])=[O:14])[CH3:2].C(=O)([O-])[O-].[NH4+:21].[NH4+].O. (3) Given the product [O:17]([C:24]1[CH:25]=[CH:26][C:27]([CH2:30][CH2:31][NH:32][C:4]2[C:5](=[O:16])[C:6](=[O:15])[C:7]=2[NH:8][C:9]2[CH:10]=[CH:11][N:12]=[CH:13][CH:14]=2)=[CH:28][CH:29]=1)[C:18]1[CH:23]=[CH:22][CH:21]=[CH:20][CH:19]=1, predict the reactants needed to synthesize it. The reactants are: C(O[C:4]1[C:5](=[O:16])[C:6](=[O:15])[C:7]=1[NH:8][C:9]1[CH:14]=[CH:13][N:12]=[CH:11][CH:10]=1)C.[O:17]([C:24]1[CH:29]=[CH:28][C:27]([CH2:30][CH2:31][NH2:32])=[CH:26][CH:25]=1)[C:18]1[CH:23]=[CH:22][CH:21]=[CH:20][CH:19]=1. (4) Given the product [C:1]([O:5][C:6](=[O:25])[NH:7][C:8]1([C:23](=[N:26][OH:27])[NH2:24])[CH2:13][CH2:12][CH:11]([CH2:14][O:15][Si:16]([C:19]([CH3:22])([CH3:21])[CH3:20])([CH3:17])[CH3:18])[CH2:10][CH2:9]1)([CH3:4])([CH3:2])[CH3:3], predict the reactants needed to synthesize it. The reactants are: [C:1]([O:5][C:6](=[O:25])[NH:7][C:8]1([C:23]#[N:24])[CH2:13][CH2:12][CH:11]([CH2:14][O:15][Si:16]([C:19]([CH3:22])([CH3:21])[CH3:20])([CH3:18])[CH3:17])[CH2:10][CH2:9]1)([CH3:4])([CH3:3])[CH3:2].[NH2:26][OH:27]. (5) Given the product [O:8]=[C:9]([CH2:15][CH3:16])/[CH:10]=[CH:11]\[C:12]([O:14][C@@H:25](/[CH:26]=[CH:27]/[C:28]([N:30]([C:37]1[CH:38]=[CH:39][CH:40]=[CH:41][CH:42]=1)[C:31]1[CH:32]=[CH:33][CH:34]=[CH:35][CH:36]=1)=[O:29])[CH3:43])=[O:13], predict the reactants needed to synthesize it. The reactants are: CN1CCOCC1.[O:8]=[C:9]([CH2:15][CH3:16])/[CH:10]=[CH:11]/[C:12]([OH:14])=[O:13].C(Cl)(=O)C(C)(C)C.O[C@H:25]([CH3:43])/[CH:26]=[CH:27]\[C:28]([N:30]([C:37]1[CH:42]=[CH:41][CH:40]=[CH:39][CH:38]=1)[C:31]1[CH:36]=[CH:35][CH:34]=[CH:33][CH:32]=1)=[O:29].OS(O)(=O)=O. (6) Given the product [NH2:1][C:2]1[CH:3]=[C:4]([CH:15]=[C:16]([C:20]#[C:19][Si:21]([CH:22]([CH3:24])[CH3:23])([CH:28]([CH3:30])[CH3:29])[CH:25]([CH3:27])[CH3:26])[CH:17]=1)[C:5]([NH:7][CH2:8][CH2:9][O:10][CH2:11][CH2:12][O:13][CH3:14])=[O:6], predict the reactants needed to synthesize it. The reactants are: [NH2:1][C:2]1[CH:3]=[C:4]([CH:15]=[C:16](Br)[CH:17]=1)[C:5]([NH:7][CH2:8][CH2:9][O:10][CH2:11][CH2:12][O:13][CH3:14])=[O:6].[C:19]([Si:21]([CH:28]([CH3:30])[CH3:29])([CH:25]([CH3:27])[CH3:26])[CH:22]([CH3:24])[CH3:23])#[CH:20].CCN(CC)CC.